From a dataset of Reaction yield outcomes from USPTO patents with 853,638 reactions. Predict the reaction yield, written as a fraction of the theoretical maximum amount of product (1.0 means a 100% yield; for example, 0.34 means a 34% yield). The reactants are [F:1][C:2]([F:17])([F:16])[C:3]1[CH:8]=[C:7]([OH:9])[CH:6]=[CH:5][C:4]=1[C:10]1[CH:15]=[CH:14][CH:13]=[CH:12][CH:11]=1.[H-].[Na+].C[O:21][C:22]([C:24]1[CH:29]=[CH:28][C:27]([C:30]2[CH:35]=[CH:34][C:33]([CH2:36]Br)=[CH:32][C:31]=2[F:38])=[CH:26][N:25]=1)=[O:23]. The catalyst is CN(C=O)C. The product is [F:38][C:31]1[CH:32]=[C:33]([CH2:36][O:9][C:7]2[CH:6]=[CH:5][C:4]([C:10]3[CH:15]=[CH:14][CH:13]=[CH:12][CH:11]=3)=[C:3]([C:2]([F:16])([F:17])[F:1])[CH:8]=2)[CH:34]=[CH:35][C:30]=1[C:27]1[CH:28]=[CH:29][C:24]([C:22]([OH:23])=[O:21])=[N:25][CH:26]=1. The yield is 0.390.